This data is from Merck oncology drug combination screen with 23,052 pairs across 39 cell lines. The task is: Regression. Given two drug SMILES strings and cell line genomic features, predict the synergy score measuring deviation from expected non-interaction effect. (1) Drug 1: Cc1nc(Nc2ncc(C(=O)Nc3c(C)cccc3Cl)s2)cc(N2CCN(CCO)CC2)n1. Drug 2: Cn1cc(-c2cnn3c(N)c(Br)c(C4CCCNC4)nc23)cn1. Cell line: A427. Synergy scores: synergy=73.3. (2) Drug 1: O=C(CCCCCCC(=O)Nc1ccccc1)NO. Drug 2: CNC(=O)c1cc(Oc2ccc(NC(=O)Nc3ccc(Cl)c(C(F)(F)F)c3)cc2)ccn1. Cell line: SKMEL30. Synergy scores: synergy=-0.887. (3) Drug 1: COc1cc(C2c3cc4c(cc3C(OC3OC5COC(C)OC5C(O)C3O)C3COC(=O)C23)OCO4)cc(OC)c1O. Drug 2: COC1CC2CCC(C)C(O)(O2)C(=O)C(=O)N2CCCCC2C(=O)OC(C(C)CC2CCC(OP(C)(C)=O)C(OC)C2)CC(=O)C(C)C=C(C)C(O)C(OC)C(=O)C(C)CC(C)C=CC=CC=C1C. Cell line: UWB1289BRCA1. Synergy scores: synergy=17.5. (4) Synergy scores: synergy=-0.373. Drug 2: CC(C)CC(NC(=O)C(Cc1ccccc1)NC(=O)c1cnccn1)B(O)O. Cell line: RKO. Drug 1: COc1cc(C2c3cc4c(cc3C(OC3OC5COC(C)OC5C(O)C3O)C3COC(=O)C23)OCO4)cc(OC)c1O. (5) Drug 1: CCc1cnn2c(NCc3ccc[n+]([O-])c3)cc(N3CCCCC3CCO)nc12. Drug 2: Cn1cc(-c2cnn3c(N)c(Br)c(C4CCCNC4)nc23)cn1. Cell line: KPL1. Synergy scores: synergy=0.509. (6) Synergy scores: synergy=19.8. Drug 2: CCc1c2c(nc3ccc(O)cc13)-c1cc3c(c(=O)n1C2)COC(=O)C3(O)CC. Cell line: VCAP. Drug 1: N#Cc1ccc(Cn2cncc2CN2CCN(c3cccc(Cl)c3)C(=O)C2)cc1. (7) Drug 1: C#Cc1cccc(Nc2ncnc3cc(OCCOC)c(OCCOC)cc23)c1. Drug 2: O=C(NOCC(O)CO)c1ccc(F)c(F)c1Nc1ccc(I)cc1F. Cell line: ES2. Synergy scores: synergy=14.0. (8) Drug 1: CC1CC2C3CCC4=CC(=O)C=CC4(C)C3(F)C(O)CC2(C)C1(O)C(=O)CO. Drug 2: Cc1nc(Nc2ncc(C(=O)Nc3c(C)cccc3Cl)s2)cc(N2CCN(CCO)CC2)n1. Cell line: SW837. Synergy scores: synergy=8.45. (9) Drug 1: CCC1(O)CC2CN(CCc3c([nH]c4ccccc34)C(C(=O)OC)(c3cc4c(cc3OC)N(C)C3C(O)(C(=O)OC)C(OC(C)=O)C5(CC)C=CCN6CCC43C65)C2)C1. Drug 2: CC1(c2nc3c(C(N)=O)cccc3[nH]2)CCCN1. Cell line: OV90. Synergy scores: synergy=-19.2.